From a dataset of Full USPTO retrosynthesis dataset with 1.9M reactions from patents (1976-2016). Predict the reactants needed to synthesize the given product. (1) Given the product [CH2:9]([O:8][C:7]1[C:2]2[N:3]([C:25]([NH:24][C:17]([CH3:23])([CH3:16])[CH2:18][C:19]([CH3:22])([CH3:21])[CH3:20])=[C:26]([CH3:27])[N:1]=2)[CH:4]=[CH:5][CH:6]=1)[C:10]1[CH:11]=[CH:12][CH:13]=[CH:14][CH:15]=1, predict the reactants needed to synthesize it. The reactants are: [NH2:1][C:2]1[C:7]([O:8][CH2:9][C:10]2[CH:15]=[CH:14][CH:13]=[CH:12][CH:11]=2)=[CH:6][CH:5]=[CH:4][N:3]=1.[CH3:16][C:17]([N+:24]#[C-:25])([CH3:23])[CH2:18][C:19]([CH3:22])([CH3:21])[CH3:20].[CH:26](=O)[CH3:27]. (2) Given the product [CH:19]1([N:16]2[C:17]3[C:13](=[CH:12][CH:11]=[C:10]([NH:9][CH2:7][C:3]4[CH:2]=[N:1][CH:6]=[CH:5][CH:4]=4)[CH:18]=3)[C:14]([CH2:24][CH3:25])=[N:15]2)[CH2:20][CH2:21][CH2:22][CH2:23]1, predict the reactants needed to synthesize it. The reactants are: [N:1]1[CH:6]=[CH:5][CH:4]=[C:3]([CH:7]=O)[CH:2]=1.[NH2:9][C:10]1[CH:18]=[C:17]2[C:13]([C:14]([CH2:24][CH3:25])=[N:15][N:16]2[CH:19]2[CH2:23][CH2:22][CH2:21][CH2:20]2)=[CH:12][CH:11]=1.O.C1(C)C=CC(S(O)(=O)=O)=CC=1.[BH4-].[Na+]. (3) Given the product [CH3:34][C:31]1[NH:32][C:33]2[C:29]([C:30]=1[CH3:35])=[CH:28][CH:27]=[CH:26][C:25]=2[NH:24][C:2]1[C:11]2[C:6](=[CH:7][C:8]([O:14][CH2:15][CH2:16][CH2:17][N:18]3[CH2:23][CH2:22][O:21][CH2:20][CH2:19]3)=[C:9]([O:12][CH3:13])[CH:10]=2)[N:5]=[CH:4][N:3]=1, predict the reactants needed to synthesize it. The reactants are: Cl[C:2]1[C:11]2[C:6](=[CH:7][C:8]([O:14][CH2:15][CH2:16][CH2:17][N:18]3[CH2:23][CH2:22][O:21][CH2:20][CH2:19]3)=[C:9]([O:12][CH3:13])[CH:10]=2)[N:5]=[CH:4][N:3]=1.[NH2:24][C:25]1[CH:26]=[CH:27][CH:28]=[C:29]2[C:33]=1[NH:32][C:31]([CH3:34])=[C:30]2[CH3:35].Cl. (4) Given the product [Cl:19][C:20]1[N:24]=[C:23]([N:14]2[CH2:13][CH2:12][N:11]([CH2:10][CH2:9][C:8]3[CH:7]=[CH:6][C:5]([O:4][CH3:3])=[CH:18][CH:17]=3)[CH2:16][CH2:15]2)[S:22][N:21]=1, predict the reactants needed to synthesize it. The reactants are: Cl.Cl.[CH3:3][O:4][C:5]1[CH:18]=[CH:17][C:8]([CH2:9][CH2:10][N:11]2[CH2:16][CH2:15][NH:14][CH2:13][CH2:12]2)=[CH:7][CH:6]=1.[Cl:19][C:20]1[N:24]=[C:23](Cl)[S:22][N:21]=1.CCN(C(C)C)C(C)C.